Dataset: Peptide-MHC class II binding affinity with 134,281 pairs from IEDB. Task: Regression. Given a peptide amino acid sequence and an MHC pseudo amino acid sequence, predict their binding affinity value. This is MHC class II binding data. (1) The peptide sequence is VLTRLEAWLTEHGCN. The MHC is HLA-DQA10201-DQB10402 with pseudo-sequence HLA-DQA10201-DQB10402. The binding affinity (normalized) is 0. (2) The peptide sequence is YDKFLAWVSTVLTGK. The MHC is DRB1_0101 with pseudo-sequence DRB1_0101. The binding affinity (normalized) is 0.833.